Dataset: Catalyst prediction with 721,799 reactions and 888 catalyst types from USPTO. Task: Predict which catalyst facilitates the given reaction. Reactant: [CH3:1][C@@H:2]1[CH2:7][CH2:6][CH2:5][CH2:4][C@@H:3]1[N:8]1[C:12]2=[C:13]3[CH:19]=[CH:18][NH:17][C:14]3=[N:15][CH:16]=[C:11]2[N:10]([CH2:20][C:21]2[CH:26]=[CH:25][CH:24]=[C:23]([N+:27]([O-])=O)[CH:22]=2)[C:9]1=[O:30].C(O)C.[Cl-].[NH4+]. Product: [NH2:27][C:23]1[CH:22]=[C:21]([CH:26]=[CH:25][CH:24]=1)[CH2:20][N:10]1[C:11]2[C:12](=[C:13]3[CH:19]=[CH:18][NH:17][C:14]3=[N:15][CH:16]=2)[N:8]([C@H:3]2[CH2:4][CH2:5][CH2:6][CH2:7][C@H:2]2[CH3:1])[C:9]1=[O:30]. The catalyst class is: 150.